From a dataset of Catalyst prediction with 721,799 reactions and 888 catalyst types from USPTO. Predict which catalyst facilitates the given reaction. (1) Reactant: [C:1]([NH:8][C@H:9]([C:12]([OH:14])=[O:13])[CH2:10][OH:11])([O:3][C:4]([CH3:7])([CH3:6])[CH3:5])=[O:2].[H-].[Na+].[CH2:17](Br)[CH:18]=[CH:19][CH3:20]. Product: [CH2:17]([O:11][CH2:10][C@H:9]([NH:8][C:1]([O:3][C:4]([CH3:7])([CH3:6])[CH3:5])=[O:2])[C:12]([OH:14])=[O:13])/[CH:18]=[CH:19]/[CH3:20]. The catalyst class is: 9. (2) Reactant: [C:1]([O:5][C:6]([N:8]1[CH2:12][CH2:11][C@H:10]([OH:13])[C@H:9]1[CH2:14][CH:15]=O)=[O:7])([CH3:4])([CH3:3])[CH3:2].[C:17](OCC)(=O)C. Product: [C:1]([O:5][C:6]([N:8]1[CH2:12][CH2:11][C@H:10]([OH:13])[C@H:9]1[CH2:14][C:15]#[CH:17])=[O:7])([CH3:2])([CH3:3])[CH3:4]. The catalyst class is: 100. (3) Reactant: Cl.[C:2]1([C:19]2[CH:24]=[CH:23][CH:22]=[CH:21][CH:20]=2)[CH:7]=[CH:6][C:5]([C:8]2[N:9]=[C:10]([CH:13]3[CH2:18][CH2:17][NH:16][CH2:15][CH2:14]3)[NH:11][CH:12]=2)=[CH:4][CH:3]=1.ClCCl.C(N(CC)CC)C.[C:35](Cl)(=[O:40])[CH2:36][CH2:37][CH2:38][CH3:39]. Product: [C:2]1([C:19]2[CH:20]=[CH:21][CH:22]=[CH:23][CH:24]=2)[CH:7]=[CH:6][C:5]([C:8]2[N:9]=[C:10]([CH:13]3[CH2:18][CH2:17][N:16]([C:35](=[O:40])[CH2:36][CH2:37][CH2:38][CH3:39])[CH2:15][CH2:14]3)[NH:11][CH:12]=2)=[CH:4][CH:3]=1. The catalyst class is: 6. (4) Reactant: [C:1]([CH2:4][CH2:5][C@H:6]([NH:10][C:11]([C:13]1[N:17]2[C@@:18]([CH2:31][C:32]3[CH:37]=[CH:36][C:35]([C:38]#[N:39])=[CH:34][CH:33]=3)([CH3:30])[C:19](=[O:29])[N:20]([C:21]3[CH:26]=[C:25]([Cl:27])[CH:24]=[C:23]([Cl:28])[CH:22]=3)[C:16]2=[N:15][CH:14]=1)=[O:12])[C:7](O)=[O:8])(=[O:3])[NH2:2].Cl.CN(C)CCCN=C=NCC.N1(O)C2C=CC=CC=2N=N1.C(N(CC)CC)C.[NH:69]1[CH2:74][CH2:73][CH2:72][CH:71]([C:75]([NH2:77])=[O:76])[CH2:70]1. Product: [NH2:2][C:1](=[O:3])[CH2:4][CH2:5][C@H:6]([NH:10][C:11]([C:13]1[N:17]2[C@@:18]([CH2:31][C:32]3[CH:33]=[CH:34][C:35]([C:38]#[N:39])=[CH:36][CH:37]=3)([CH3:30])[C:19](=[O:29])[N:20]([C:21]3[CH:22]=[C:23]([Cl:28])[CH:24]=[C:25]([Cl:27])[CH:26]=3)[C:16]2=[N:15][CH:14]=1)=[O:12])[C:7]([N:69]1[CH2:74][CH2:73][CH2:72][CH:71]([C:75](=[O:76])[NH2:77])[CH2:70]1)=[O:8]. The catalyst class is: 18. (5) Reactant: C[O:2][C:3](=[O:23])[C:4]1[CH:9]=[C:8]([NH:10][CH:11]([CH2:13][CH3:14])[CH3:12])[N:7]=[C:6]([O:15]CC2C=CC=CC=2)[CH:5]=1.[H][H]. Product: [CH:11]([NH:10][C:8]1[CH:9]=[C:4]([CH:5]=[C:6]([OH:15])[N:7]=1)[C:3]([OH:23])=[O:2])([CH2:13][CH3:14])[CH3:12]. The catalyst class is: 381. (6) Reactant: Br[C:2]1[CH:10]=[C:9]2[C:5]([C:6]([CH2:24][N:25]([CH3:33])[C:26](=[O:32])[O:27][C:28]([CH3:31])([CH3:30])[CH3:29])=[CH:7][N:8]2[S:11]([C:14]2[CH:19]=[CH:18][CH:17]=[C:16]([O:20][CH:21]([F:23])[F:22])[CH:15]=2)(=[O:13])=[O:12])=[CH:4][CH:3]=1.[F:34][C:35]([F:47])([F:46])[C:36]1[C:41](OB(O)O)=[CH:40][CH:39]=[CH:38][N:37]=1.C(=O)([O-])[O-].[K+].[K+]. Product: [F:23][CH:21]([F:22])[O:20][C:16]1[CH:15]=[C:14]([S:11]([N:8]2[C:9]3[C:5](=[CH:4][CH:3]=[C:2]([C:41]4[C:36]([C:35]([F:47])([F:46])[F:34])=[N:37][CH:38]=[CH:39][CH:40]=4)[CH:10]=3)[C:6]([CH2:24][N:25]([CH3:33])[C:26](=[O:32])[O:27][C:28]([CH3:30])([CH3:29])[CH3:31])=[CH:7]2)(=[O:12])=[O:13])[CH:19]=[CH:18][CH:17]=1. The catalyst class is: 109.